The task is: Predict the reaction yield, written as a fraction of the theoretical maximum amount of product (1.0 means a 100% yield; for example, 0.34 means a 34% yield).. This data is from Reaction yield outcomes from USPTO patents with 853,638 reactions. (1) The reactants are Br[C:2]1[CH:3]=[C:4]([C:15]([OH:17])=[O:16])[C:5]2[C:6]([CH3:14])=[CH:7][N:8]([CH:11]([CH3:13])[CH3:12])[C:9]=2[CH:10]=1.[CH3:18][N:19]([CH3:27])[CH2:20][CH:21]1[CH2:26][CH2:25][NH:24][CH2:23][CH2:22]1.CC(C)([O-])C.[Na+]. The catalyst is O1CCOCC1. The product is [CH3:18][N:19]([CH2:20][CH:21]1[CH2:26][CH2:25][N:24]([C:2]2[CH:3]=[C:4]([C:15]([OH:17])=[O:16])[C:5]3[C:6]([CH3:14])=[CH:7][N:8]([CH:11]([CH3:13])[CH3:12])[C:9]=3[CH:10]=2)[CH2:23][CH2:22]1)[CH3:27]. The yield is 0.540. (2) The reactants are Br[C:2]1[O:6][C:5]([C:7]([O:9][CH2:10][CH3:11])=[O:8])=[CH:4][CH:3]=1.[F:12][C:13]1[CH:18]=[CH:17][C:16](B(O)O)=[CH:15][C:14]=1[C:22]([F:25])([F:24])[F:23].C([O-])([O-])=O.[Na+].[Na+]. The catalyst is COCCOC.O. The product is [F:12][C:13]1[CH:18]=[CH:17][C:16]([C:2]2[O:6][C:5]([C:7]([O:9][CH2:10][CH3:11])=[O:8])=[CH:4][CH:3]=2)=[CH:15][C:14]=1[C:22]([F:23])([F:24])[F:25]. The yield is 0.700. (3) The reactants are [CH3:1][O:2][C:3]1[C:4]2[CH:11]=[CH:10][N:9]([C@@H:12]3[O:17][C@H:16]([CH2:18][OH:19])[C@H:14]4[O:15][C@@H:13]34)[C:5]=2[N:6]=[CH:7][N:8]=1. The catalyst is C1COCC1. The product is [CH3:1][O:2][C:3]1[C:4]2[CH:11]=[CH:10][N:9]([C@@H:12]3[O:17][C@H:16]([CH2:18][OH:19])[CH2:14][C@H:13]3[OH:15])[C:5]=2[N:6]=[CH:7][N:8]=1. The yield is 0.550.